Dataset: Catalyst prediction with 721,799 reactions and 888 catalyst types from USPTO. Task: Predict which catalyst facilitates the given reaction. Reactant: [N+:1]([C:4]1[CH:9]=[CH:8][C:7]([N:10]2[CH2:15][CH2:14][N:13](C(OC(C)(C)C)=O)[CH2:12][C:11]2=[O:23])=[CH:6][CH:5]=1)([O-:3])=[O:2]. Product: [N+:1]([C:4]1[CH:5]=[CH:6][C:7]([N:10]2[CH2:15][CH2:14][NH:13][CH2:12][C:11]2=[O:23])=[CH:8][CH:9]=1)([O-:3])=[O:2]. The catalyst class is: 330.